The task is: Predict the product of the given reaction.. This data is from Forward reaction prediction with 1.9M reactions from USPTO patents (1976-2016). (1) Given the reactants [NH2:1][C@H:2]([CH2:29][C:30]1[C:38]2[C:33](=[CH:34][CH:35]=[CH:36][CH:37]=2)[N:32]([CH3:39])[CH:31]=1)[C:3]([NH:5][CH:6]1[CH2:15][C:14]2[C:9](=[C:10]([N:16]3[CH2:20][CH2:19][CH2:18][C:17]3=[O:21])[CH:11]=[CH:12][CH:13]=2)[N:8]([CH2:22][C:23]2[CH:27]=[CH:26][S:25][CH:24]=2)[C:7]1=[O:28])=[O:4].[C:40]([O:44][C:45]([NH:47][C@:48]([CH3:54])([CH2:52][CH3:53])[C:49](O)=[O:50])=[O:46])([CH3:43])([CH3:42])[CH3:41], predict the reaction product. The product is: [CH3:54][C@@:48]([NH:47][C:45](=[O:46])[O:44][C:40]([CH3:43])([CH3:42])[CH3:41])([CH2:52][CH3:53])[C:49]([NH:1][C@H:2]([CH2:29][C:30]1[C:38]2[C:33](=[CH:34][CH:35]=[CH:36][CH:37]=2)[N:32]([CH3:39])[CH:31]=1)[C:3](=[O:4])[NH:5][CH:6]1[CH2:15][C:14]2[C:9](=[C:10]([N:16]3[CH2:20][CH2:19][CH2:18][C:17]3=[O:21])[CH:11]=[CH:12][CH:13]=2)[N:8]([CH2:22][C:23]2[CH:27]=[CH:26][S:25][CH:24]=2)[C:7]1=[O:28])=[O:50]. (2) The product is: [F:18][C:12]1[CH:13]=[C:14]([F:17])[CH:15]=[CH:16][C:11]=1[C:9]1[CH:8]=[C:4]([CH:3]=[C:2]([C:23]2[CH:22]=[N:21][C:20]([CH3:19])=[N:25][CH:24]=2)[N:10]=1)[C:5]([OH:7])=[O:6]. Given the reactants Cl[C:2]1[CH:3]=[C:4]([CH:8]=[C:9]([C:11]2[CH:16]=[CH:15][C:14]([F:17])=[CH:13][C:12]=2[F:18])[N:10]=1)[C:5]([OH:7])=[O:6].[CH3:19][C:20]1[N:25]=[CH:24][C:23](B(O)O)=[CH:22][N:21]=1.[Na+].[Na+].[Na+].P(C1C=C(S([O-])(=O)=O)C=CC=1)(C1C=C(S([O-])(=O)=O)C=CC=1)C1C=C(S([O-])(=O)=O)C=CC=1.C(NC(C)C)(C)C, predict the reaction product. (3) The product is: [Cl:21][C:5]1[C:6]([NH:8][C@@H:9]2[CH2:14][CH2:13][CH2:12][CH2:11][C@H:10]2[N:15]([CH3:20])[S:16]([CH3:19])(=[O:18])=[O:17])=[N:7][C:2]([NH:22][C:23]2[CH:36]=[CH:35][C:26]3[NH:27][C:28](=[O:34])[CH2:29][CH2:30][C:31]([CH3:33])([CH3:32])[C:25]=3[CH:24]=2)=[N:3][CH:4]=1. Given the reactants Cl[C:2]1[N:7]=[C:6]([NH:8][C@@H:9]2[CH2:14][CH2:13][CH2:12][CH2:11][C@H:10]2[N:15]([CH3:20])[S:16]([CH3:19])(=[O:18])=[O:17])[C:5]([Cl:21])=[CH:4][N:3]=1.[NH2:22][C:23]1[CH:36]=[CH:35][C:26]2[NH:27][C:28](=[O:34])[CH2:29][CH2:30][C:31]([CH3:33])([CH3:32])[C:25]=2[CH:24]=1.C12(CS(O)(=O)=O)C(C)(C)C(CC1)CC2=O.C(=O)([O-])[O-], predict the reaction product. (4) Given the reactants [CH:1]1([C:7]2[C:8]3[CH:9]=[CH:10][C:11]([C:29]([O:31][CH3:32])=[O:30])=[CH:12][C:13]=3[N:14]3[CH2:20][CH:19]([C:21](OC)=[O:22])[CH2:18][C:17]4[CH:25]=[CH:26][CH:27]=[CH:28][C:16]=4[C:15]=23)[CH2:6][CH2:5][CH2:4][CH2:3][CH2:2]1.[Li+].[BH4-].O.Cl, predict the reaction product. The product is: [CH:1]1([C:7]2[C:8]3[CH:9]=[CH:10][C:11]([C:29]([O:31][CH3:32])=[O:30])=[CH:12][C:13]=3[N:14]3[CH2:20][CH:19]([CH2:21][OH:22])[CH2:18][C:17]4[CH:25]=[CH:26][CH:27]=[CH:28][C:16]=4[C:15]=23)[CH2:2][CH2:3][CH2:4][CH2:5][CH2:6]1. (5) Given the reactants Cl[C:2]1[C:7]([N:8]2[CH2:13][CH2:12][NH:11][CH2:10][CH2:9]2)=[N:6][CH:5]=[CH:4][N:3]=1.[CH3:14][O:15][C:16]1[CH:23]=[CH:22][C:19]([CH2:20][OH:21])=[CH:18][CH:17]=1, predict the reaction product. The product is: [CH3:14][O:15][C:16]1[CH:23]=[CH:22][C:19]([CH2:20][O:21][C:2]2[C:7]([N:8]3[CH2:13][CH2:12][NH:11][CH2:10][CH2:9]3)=[N:6][CH:5]=[CH:4][N:3]=2)=[CH:18][CH:17]=1.